This data is from Forward reaction prediction with 1.9M reactions from USPTO patents (1976-2016). The task is: Predict the product of the given reaction. (1) The product is: [Cl:19][CH2:20][CH2:21][C:22]([C:4]1[CH:5]=[C:6]2[C:11](=[C:2]([Cl:1])[CH:3]=1)[NH:10][C:9](=[O:12])[CH2:8][C:7]2([CH3:14])[CH3:13])=[O:23]. Given the reactants [Cl:1][C:2]1[CH:3]=[CH:4][CH:5]=[C:6]2[C:11]=1[NH:10][C:9](=[O:12])[CH2:8][C:7]2([CH3:14])[CH3:13].[Cl-].[Al+3].[Cl-].[Cl-].[Cl:19][CH2:20][CH2:21][C:22](Cl)=[O:23], predict the reaction product. (2) Given the reactants Cl.C(O[C:5](=[NH:18])[CH2:6][N:7]1[C:11]([CH3:12])=[CH:10][CH:9]=[C:8]1[C:13]([O:15][CH2:16][CH3:17])=[O:14])C.[F:19][C:20]1[CH:25]=[CH:24][CH:23]=[CH:22][C:21]=1[N:26]1[CH2:31][CH2:30][NH:29][CH2:28][CH2:27]1, predict the reaction product. The product is: [F:19][C:20]1[CH:25]=[CH:24][CH:23]=[CH:22][C:21]=1[N:26]1[CH2:31][CH2:30][N:29]([C:5](=[NH:18])[CH2:6][N:7]2[C:11]([CH3:12])=[CH:10][CH:9]=[C:8]2[C:13]([O:15][CH2:16][CH3:17])=[O:14])[CH2:28][CH2:27]1. (3) Given the reactants [F:1][C:2]1([F:34])[O:6][C:5]2[CH:7]=[CH:8][C:9]([C:11]3([C:14]([NH:16][C:17]4[N:22]=[C:21]([C:23]5[C:24]([CH3:31])=[N:25][C:26]([O:29]C)=[CH:27][CH:28]=5)[C:20]([CH3:32])=[C:19]([CH3:33])[CH:18]=4)=[O:15])[CH2:13][CH2:12]3)=[CH:10][C:4]=2[O:3]1.[Si](I)(C)(C)C.CO.C(OCC)(=O)C, predict the reaction product. The product is: [F:34][C:2]1([F:1])[O:6][C:5]2[CH:7]=[CH:8][C:9]([C:11]3([C:14]([NH:16][C:17]4[CH:18]=[C:19]([CH3:33])[C:20]([CH3:32])=[C:21]([C:23]5[CH:28]=[CH:27][C:26](=[O:29])[NH:25][C:24]=5[CH3:31])[N:22]=4)=[O:15])[CH2:13][CH2:12]3)=[CH:10][C:4]=2[O:3]1. (4) The product is: [ClH:28].[NH2:1][C:2]([C:5]1[CH:6]=[CH:7][C:8]([NH:11][C:12]2[C:21]3[C:16](=[CH:17][CH:18]=[C:19]([C:22]4[CH:23]=[C:24]([Cl:30])[C:25]([OH:29])=[C:26]([Cl:28])[CH:27]=4)[CH:20]=3)[N:15]=[CH:14][C:13]=2[C:31]([CH:33]2[CH2:34][CH2:35]2)=[O:32])=[CH:9][CH:10]=1)([CH3:4])[CH3:3]. Given the reactants [NH2:1][C:2]([C:5]1[CH:10]=[CH:9][C:8]([NH:11][C:12]2[C:21]3[C:16](=[CH:17][CH:18]=[C:19]([C:22]4[CH:27]=[C:26]([Cl:28])[C:25]([OH:29])=[C:24]([Cl:30])[CH:23]=4)[CH:20]=3)[N:15]=[CH:14][C:13]=2[C:31]([CH:33]2[CH2:35][CH2:34]2)=[O:32])=[CH:7][CH:6]=1)([CH3:4])[CH3:3].Cl, predict the reaction product. (5) Given the reactants [Cl:1][C:2]1[CH:3]=[CH:4][C:5]([O:23][CH3:24])=[C:6]([C@@:8]2([F:22])[C:16]3[C:11](=[CH:12][C:13]([C:17]([F:20])([F:19])[F:18])=[CH:14][CH:15]=3)[NH:10][C:9]2=[O:21])[CH:7]=1.[C:25]([O-])([O-])=[O:26].[K+].[K+].C=O.O, predict the reaction product. The product is: [Cl:1][C:2]1[CH:3]=[CH:4][C:5]([O:23][CH3:24])=[C:6]([C@@:8]2([F:22])[C:16]3[C:11](=[CH:12][C:13]([C:17]([F:20])([F:19])[F:18])=[CH:14][CH:15]=3)[N:10]([CH2:25][OH:26])[C:9]2=[O:21])[CH:7]=1. (6) Given the reactants [CH:1]1([C:4]2[CH:5]=[N:6][C:7]([N:14]([C:21]3[CH:22]=[C:23]4[C:27](=[CH:28][CH:29]=3)[NH:26][CH:25]=[CH:24]4)[C:15](=[O:20])[C:16]([F:19])([F:18])[F:17])=[C:8]([CH:13]=2)[C:9]([O:11][CH3:12])=[O:10])[CH2:3][CH2:2]1.[H-].[Na+].[CH3:32][O:33][C:34]1[CH:35]=[C:36]([CH:39]=[CH:40][CH:41]=1)[CH2:37]Br.[Cl-].[Na+], predict the reaction product. The product is: [CH:1]1([C:4]2[CH:5]=[N:6][C:7]([N:14]([C:21]3[CH:22]=[C:23]4[C:27](=[CH:28][CH:29]=3)[N:26]([CH2:37][C:36]3[CH:39]=[CH:40][CH:41]=[C:34]([O:33][CH3:32])[CH:35]=3)[CH:25]=[CH:24]4)[C:15](=[O:20])[C:16]([F:17])([F:19])[F:18])=[C:8]([CH:13]=2)[C:9]([O:11][CH3:12])=[O:10])[CH2:3][CH2:2]1. (7) Given the reactants Cl[C:2]1([C:25]([O:27][CH2:28][CH3:29])=[O:26])[CH2:7][CH2:6][CH2:5][N:4]2[C:8]([C:11]3[CH:16]=[CH:15][C:14]([N:17]4[CH:21]=[C:20]([CH3:22])[N:19]=[CH:18]4)=[C:13]([O:23][CH3:24])[N:12]=3)=[N:9][N:10]=[C:3]12.[Cl:30][C:31]1[CH:36]=[CH:35][C:34]([OH:37])=[CH:33][C:32]=1[F:38].C(=O)([O-])[O-].[K+].[K+].[Cl-].[NH4+], predict the reaction product. The product is: [Cl:30][C:31]1[CH:36]=[CH:35][C:34]([O:37][C:2]2([C:25]([O:27][CH2:28][CH3:29])=[O:26])[CH2:7][CH2:6][CH2:5][N:4]3[C:8]([C:11]4[CH:16]=[CH:15][C:14]([N:17]5[CH:21]=[C:20]([CH3:22])[N:19]=[CH:18]5)=[C:13]([O:23][CH3:24])[N:12]=4)=[N:9][N:10]=[C:3]23)=[CH:33][C:32]=1[F:38]. (8) Given the reactants [CH3:1][O:2][C:3]1[CH:33]=[C:32]([O:34][CH3:35])[CH:31]=[CH:30][C:4]=1[CH2:5][N:6]1[C:11](=[O:12])[C:10]([C:13]([O:15]C)=[O:14])=[C:9]([OH:17])[C:8]2[CH2:18][CH2:19][CH2:20][C:21]3[CH:26]=[C:25]([N:27]([CH3:29])[CH3:28])[CH:24]=[CH:23][C:22]=3[C:7]1=2.[Li+].[I-].Cl, predict the reaction product. The product is: [CH3:1][O:2][C:3]1[CH:33]=[C:32]([O:34][CH3:35])[CH:31]=[CH:30][C:4]=1[CH2:5][N:6]1[C:11](=[O:12])[C:10]([C:13]([OH:15])=[O:14])=[C:9]([OH:17])[C:8]2[CH2:18][CH2:19][CH2:20][C:21]3[CH:26]=[C:25]([N:27]([CH3:29])[CH3:28])[CH:24]=[CH:23][C:22]=3[C:7]1=2. (9) Given the reactants C([O:8][C:9]1[CH:18]=[C:17]2[C:12]([C:13]([O:19][C:20]3[CH:25]=[CH:24][C:23]([NH:26][C:27]([NH:29][C:30]4[CH:35]=[CH:34][C:33]([C:36]([F:39])([F:38])[F:37])=[CH:32][CH:31]=4)=[O:28])=[CH:22][C:21]=3[F:40])=[CH:14][CH:15]=[N:16]2)=[CH:11][C:10]=1[O:41][CH3:42])C1C=CC=CC=1, predict the reaction product. The product is: [F:40][C:21]1[CH:22]=[C:23]([NH:26][C:27]([NH:29][C:30]2[CH:35]=[CH:34][C:33]([C:36]([F:39])([F:37])[F:38])=[CH:32][CH:31]=2)=[O:28])[CH:24]=[CH:25][C:20]=1[O:19][C:13]1[C:12]2[C:17](=[CH:18][C:9]([OH:8])=[C:10]([O:41][CH3:42])[CH:11]=2)[N:16]=[CH:15][CH:14]=1. (10) Given the reactants [F:1][C:2]1[CH:3]=[C:4]([CH2:8][CH2:9][OH:10])[CH:5]=[CH:6][CH:7]=1.[H-].[Na+].Cl[CH2:14][C:15]([OH:17])=[O:16], predict the reaction product. The product is: [F:1][C:2]1[CH:3]=[C:4]([CH2:8][CH2:9][O:10][CH2:14][C:15]([OH:17])=[O:16])[CH:5]=[CH:6][CH:7]=1.